From a dataset of Full USPTO retrosynthesis dataset with 1.9M reactions from patents (1976-2016). Predict the reactants needed to synthesize the given product. Given the product [CH3:18][N:14]([CH:11]1[CH2:12][CH2:13][N:8]([C:4]2[CH:5]=[CH:6][CH:7]=[C:2]([B:19]3[O:23][C:22]([CH3:25])([CH3:24])[C:21]([CH3:27])([CH3:26])[O:20]3)[CH:3]=2)[CH2:9][CH2:10]1)[C:15](=[O:17])[CH3:16], predict the reactants needed to synthesize it. The reactants are: Br[C:2]1[CH:3]=[C:4]([N:8]2[CH2:13][CH2:12][CH:11]([N:14]([CH3:18])[C:15](=[O:17])[CH3:16])[CH2:10][CH2:9]2)[CH:5]=[CH:6][CH:7]=1.[B:19]1([B:19]2[O:23][C:22]([CH3:25])([CH3:24])[C:21]([CH3:27])([CH3:26])[O:20]2)[O:23][C:22]([CH3:25])([CH3:24])[C:21]([CH3:27])([CH3:26])[O:20]1.C(Cl)Cl.C([O-])(=O)C.[K+].